This data is from Forward reaction prediction with 1.9M reactions from USPTO patents (1976-2016). The task is: Predict the product of the given reaction. (1) Given the reactants [Br:1][C:2]1[CH:21]=[N:20][C:5]2=[N:6][C:7]([N:11]3[CH2:18][CH:17]4[CH:13]([CH2:14][N:15]([CH3:19])[CH2:16]4)[CH2:12]3)=[C:8](Cl)[N:9]=[C:4]2[CH:3]=1.O.[NH2:23][NH2:24], predict the reaction product. The product is: [Br:1][C:2]1[CH:21]=[N:20][C:5]2=[N:6][C:7]([N:11]3[CH2:18][CH:17]4[CH:13]([CH2:14][N:15]([CH3:19])[CH2:16]4)[CH2:12]3)=[C:8]([NH:23][NH2:24])[N:9]=[C:4]2[CH:3]=1. (2) Given the reactants Br[CH2:2][C:3]([C:5]1[CH:6]=[C:7]([CH:10]=[CH:11][CH:12]=1)[C:8]#[N:9])=O.[Cl:13][C:14]1[N:19]=[N:18][C:17]([NH2:20])=[CH:16][CH:15]=1, predict the reaction product. The product is: [Cl:13][C:14]1[CH:15]=[CH:16][C:17]2[N:18]([CH:2]=[C:3]([C:5]3[CH:6]=[C:7]([CH:10]=[CH:11][CH:12]=3)[C:8]#[N:9])[N:20]=2)[N:19]=1. (3) Given the reactants [Br:1][C:2]1[CH:3]=[CH:4][C:5]2[C:6](=O)[C:7]3[C:12]([S:13][C:14]=2[CH:15]=1)=[C:11]([O:16][CH3:17])[CH:10]=[CH:9][CH:8]=3.C(N(CC)C(C1C=CC2C(=O)C3C(OC=2C=1)=CC=CC=3)=O)C.[F:41][C:42]([F:53])([F:52])[C:43]([N:45]1[CH2:50][CH2:49][C:48](=O)[CH2:47][CH2:46]1)=[O:44].C(OC(N1CCC(=O)CC1)=O)(C)(C)C, predict the reaction product. The product is: [Br:1][C:2]1[CH:3]=[CH:4][C:5]2[C:6](=[C:48]3[CH2:49][CH2:50][N:45]([C:43](=[O:44])[C:42]([F:41])([F:52])[F:53])[CH2:46][CH2:47]3)[C:7]3[C:12]([S:13][C:14]=2[CH:15]=1)=[C:11]([O:16][CH3:17])[CH:10]=[CH:9][CH:8]=3.